From a dataset of Catalyst prediction with 721,799 reactions and 888 catalyst types from USPTO. Predict which catalyst facilitates the given reaction. (1) Reactant: [F:1][C:2]([F:7])([F:6])[C:3]([OH:5])=[O:4].[NH2:8][C:9]1[C:18]2[C:13](=[CH:14][C:15]([NH:19][CH:20]([C:32]3[CH:37]=[CH:36][C:35]([O:38][CH:39]([CH3:41])[CH3:40])=[C:34]([O:42][CH2:43][CH3:44])[CH:33]=3)[C:21]([N:23]([CH2:25][C:26]3[CH:31]=[CH:30][CH:29]=[CH:28][CH:27]=3)[CH3:24])=[O:22])=[CH:16][CH:17]=2)[CH:12]=[CH:11][N:10]=1.C(O)C.CO.C(NCC)C. Product: [F:1][C:2]([F:7])([F:6])[C:3]([OH:5])=[O:4].[NH2:8][C:9]1[C:18]2[C:13](=[CH:14][C:15]([NH:19][C@H:20]([C:32]3[CH:37]=[CH:36][C:35]([O:38][CH:39]([CH3:41])[CH3:40])=[C:34]([O:42][CH2:43][CH3:44])[CH:33]=3)[C:21]([N:23]([CH2:25][C:26]3[CH:27]=[CH:28][CH:29]=[CH:30][CH:31]=3)[CH3:24])=[O:22])=[CH:16][CH:17]=2)[CH:12]=[CH:11][N:10]=1. The catalyst class is: 194. (2) Reactant: NC1C2N(C([C@H:12]3[CH2:21][N:20]4[C@@H:15]([CH2:16]O[CH2:18][C:19]4=[O:22])[CH2:14][CH2:13]3)=NC=2Br)C=CN=1.[C:23](=[O:25])=[O:24]. Product: [O:22]=[C:19]1[N:20]2[C@H:15]([CH2:14][CH2:13][C@H:12]([C:23]([OH:25])=[O:24])[CH2:21]2)[CH2:16][CH2:18]1. The catalyst class is: 5. (3) Reactant: CC1(C)C(C)(C)OB([C:9]2[CH2:14][CH2:13][N:12]([C:15]([O:17][C:18]([CH3:21])([CH3:20])[CH3:19])=[O:16])[CH2:11][CH:10]=2)O1.Br[C:24]1[CH:29]=[C:28]([O:30][CH3:31])[C:27]([Br:32])=[CH:26][N:25]=1.C([O-])([O-])=O.[K+].[K+].O1CCOCC1. Product: [Br:32][C:27]1[C:28]([O:30][CH3:31])=[CH:29][C:24]([C:9]2[CH2:14][CH2:13][N:12]([C:15]([O:17][C:18]([CH3:19])([CH3:20])[CH3:21])=[O:16])[CH2:11][CH:10]=2)=[N:25][CH:26]=1. The catalyst class is: 103.